Dataset: Forward reaction prediction with 1.9M reactions from USPTO patents (1976-2016). Task: Predict the product of the given reaction. (1) Given the reactants O1CCCC1.[CH:6]([O:9][C:10](=[O:33])[C@H:11]([CH2:23][C:24]1[CH:29]=[CH:28][C:27]([N+:30]([O-])=O)=[CH:26][CH:25]=1)[NH:12][C:13](=[O:22])[C:14]1[C:19]([Cl:20])=[CH:18][CH:17]=[CH:16][C:15]=1[Cl:21])([CH3:8])[CH3:7].[S].[H][H], predict the reaction product. The product is: [CH:6]([O:9][C:10](=[O:33])[C@H:11]([CH2:23][C:24]1[CH:25]=[CH:26][C:27]([NH2:30])=[CH:28][CH:29]=1)[NH:12][C:13](=[O:22])[C:14]1[C:15]([Cl:21])=[CH:16][CH:17]=[CH:18][C:19]=1[Cl:20])([CH3:8])[CH3:7]. (2) Given the reactants [Cl:1][C:2]1[CH:7]=[C:6]([F:8])[CH:5]=[CH:4][C:3]=1[CH:9]1[CH2:14][CH:13]([C:15]([OH:17])=O)[CH2:12][CH2:11][N:10]1[C:18]([O:20][CH3:21])=[O:19].N1(C(N2C=CN=C2)=O)C=CN=C1.[CH2:34]([O:36][C:37](=[O:42])[CH2:38]C([O-])=O)[CH3:35].[K+].[Cl-].[Mg+2].[Cl-].Cl, predict the reaction product. The product is: [Cl:1][C:2]1[CH:7]=[C:6]([F:8])[CH:5]=[CH:4][C:3]=1[CH:9]1[CH2:14][CH:13]([C:15](=[O:17])[CH2:38][C:37]([O:36][CH2:34][CH3:35])=[O:42])[CH2:12][CH2:11][N:10]1[C:18]([O:20][CH3:21])=[O:19]. (3) Given the reactants [CH:1]1[C:6]([OH:7])=[CH:5][CH:4]=[C:3]([CH3:8])[CH:2]=1.[H-].[Na+].Br[CH2:12][C:13]([CH3:24])=[CH:14][C:15]1[CH:20]=[CH:19][C:18]([CH:21]([CH3:23])[CH3:22])=[CH:17][CH:16]=1.O, predict the reaction product. The product is: [CH:21]([C:18]1[CH:17]=[CH:16][C:15]([CH:14]=[C:13]([CH3:24])[CH2:12][O:7][C:6]2[CH:5]=[CH:4][C:3]([CH3:8])=[CH:2][CH:1]=2)=[CH:20][CH:19]=1)([CH3:23])[CH3:22]. (4) Given the reactants [CH3:1][C:2]1[CH:12]=[CH:11][C:5]([C:6]([O:8]CC)=[O:7])=[CH:4][C:3]=1[C:13]1[CH:14]=[C:15]2[C:20](=[CH:21][CH:22]=1)[C:19]([CH3:23])=[N:18][N:17]=[CH:16]2.[OH-].[Na+], predict the reaction product. The product is: [CH3:1][C:2]1[CH:12]=[CH:11][C:5]([C:6]([OH:8])=[O:7])=[CH:4][C:3]=1[C:13]1[CH:14]=[C:15]2[C:20](=[CH:21][CH:22]=1)[C:19]([CH3:23])=[N:18][N:17]=[CH:16]2. (5) Given the reactants C([N:8]1[CH2:13][CH2:12][C:11]2([C:17]3[CH:18]=[C:19]([O:22][CH2:23][CH2:24][CH2:25][CH2:26][CH2:27][CH3:28])[CH:20]=[CH:21][C:16]=3[O:15][CH2:14]2)[CH2:10][CH2:9]1)C1C=CC=CC=1.[Cl:29]C(OC(Cl)=O)C, predict the reaction product. The product is: [ClH:29].[CH2:23]([O:22][C:19]1[CH:20]=[CH:21][C:16]2[O:15][CH2:14][C:11]3([CH2:10][CH2:9][NH:8][CH2:13][CH2:12]3)[C:17]=2[CH:18]=1)[CH2:24][CH2:25][CH2:26][CH2:27][CH3:28]. (6) Given the reactants [NH2:1][C:2]1[CH:7]=[CH:6][CH:5]=[CH:4][C:3]=1[OH:8].[Br:9][C:10]1[CH:18]=[CH:17][C:13]([C:14](O)=O)=[CH:12][C:11]=1[CH3:19], predict the reaction product. The product is: [Br:9][C:10]1[CH:18]=[CH:17][C:13]([C:14]2[O:8][C:3]3[CH:4]=[CH:5][CH:6]=[CH:7][C:2]=3[N:1]=2)=[CH:12][C:11]=1[CH3:19].